This data is from Orexin1 receptor HTS with 218,158 compounds and 233 confirmed actives. The task is: Binary Classification. Given a drug SMILES string, predict its activity (active/inactive) in a high-throughput screening assay against a specified biological target. The compound is S(=O)(=O)(N(C)C)c1cc(C(OC2CCOC2=O)=O)ccc1. The result is 0 (inactive).